From a dataset of Peptide-MHC class I binding affinity with 185,985 pairs from IEDB/IMGT. Regression. Given a peptide amino acid sequence and an MHC pseudo amino acid sequence, predict their binding affinity value. This is MHC class I binding data. The peptide sequence is WDQSLKPCV. The MHC is H-2-Kk with pseudo-sequence H-2-Kk. The binding affinity (normalized) is 0.256.